Predict the product of the given reaction. From a dataset of Forward reaction prediction with 1.9M reactions from USPTO patents (1976-2016). (1) The product is: [Cl:24][CH:7]([CH:1]1[CH2:6][CH2:5][CH2:4][CH2:3][CH2:2]1)[C:9]1[CH:13]=[C:12]([CH:14]2[CH2:19][CH2:18][S:17][CH2:16][CH2:15]2)[S:11][C:10]=1[CH2:20][CH3:21]. Given the reactants [CH:1]1([CH:7]([C:9]2[CH:13]=[C:12]([CH:14]3[CH2:19][CH2:18][S:17][CH2:16][CH2:15]3)[S:11][C:10]=2[CH2:20][CH3:21])O)[CH2:6][CH2:5][CH2:4][CH2:3][CH2:2]1.S(Cl)([Cl:24])=O.C(=O)([O-])O.[Na+], predict the reaction product. (2) The product is: [CH2:61]([C:68]1[C:69]([Cl:119])=[C:70]2[C:71]([CH2:117][CH2:116][CH2:115][O:114]2)=[C:72]([C@H:74]2[C@H:79]([O:80][CH2:81][C:82]3[CH:83]=[CH:84][CH:85]=[CH:86][CH:87]=3)[C@@H:78]([O:88][CH2:89][C:90]3[CH:95]=[CH:94][CH:93]=[CH:92][CH:91]=3)[C@H:77]([O:96][CH2:97][C:98]3[CH:99]=[CH:100][CH:101]=[CH:102][CH:103]=3)[C@@H:76]([CH2:104][O:105][CH2:106][C:107]3[CH:112]=[CH:111][CH:110]=[CH:109][CH:108]=3)[O:75]2)[CH:73]=1)[C:62]1[CH:63]=[CH:64][CH:65]=[CH:66][CH:67]=1. Given the reactants ClC1C(CC2C=CC(OCC)=CC=2)=CC([C@H]2[C@H](OCC3C=CC=CC=3)[C@@H](OCC3C=CC=CC=3)[C@H](OCC3C=CC=CC=3)[C@@H](COCC3C=CC=CC=3)O2)=C2C=1CCCO2.[CH2:61]([C:68]1[C:69]([Cl:119])=[C:70]([O:114][CH2:115][CH2:116][CH2:117]Cl)[C:71](Br)=[C:72]([C@H:74]2[C@H:79]([O:80][CH2:81][C:82]3[CH:87]=[CH:86][CH:85]=[CH:84][CH:83]=3)[C@@H:78]([O:88][CH2:89][C:90]3[CH:95]=[CH:94][CH:93]=[CH:92][CH:91]=3)[C@H:77]([O:96][CH2:97][C:98]3[CH:103]=[CH:102][CH:101]=[CH:100][CH:99]=3)[C@@H:76]([CH2:104][O:105][CH2:106][C:107]3[CH:112]=[CH:111][CH:110]=[CH:109][CH:108]=3)[O:75]2)[CH:73]=1)[C:62]1[CH:67]=[CH:66][CH:65]=[CH:64][CH:63]=1, predict the reaction product. (3) Given the reactants Br[C:2]1[CH:3]=[C:4]([N+:9]([O-:11])=[O:10])[C:5]([CH3:8])=[N:6][CH:7]=1.[CH2:12]([NH:15][C:16](=[O:22])[O:17][C:18]([CH3:21])([CH3:20])[CH3:19])[C:13]#[CH:14], predict the reaction product. The product is: [CH3:8][C:5]1[N:6]=[CH:7][C:2]([C:14]#[C:13][CH2:12][NH:15][C:16](=[O:22])[O:17][C:18]([CH3:20])([CH3:19])[CH3:21])=[CH:3][C:4]=1[N+:9]([O-:11])=[O:10]. (4) Given the reactants [CH3:1][C@@H:2]1[NH:6][C@H:5]([C:7]([O:9][CH2:10][CH3:11])=[O:8])[CH2:4][CH2:3]1.C(O)(C(F)(F)F)=O.[CH3:19][O:20][C:21]([NH:23][C@@H:24]([CH:28]([CH3:30])[CH3:29])[C:25](O)=[O:26])=[O:22].CN(C(ON1N=NC2C=CC=NC1=2)=[N+](C)C)C.F[P-](F)(F)(F)(F)F.CCN(C(C)C)C(C)C, predict the reaction product. The product is: [CH3:19][O:20][C:21]([NH:23][C@@H:24]([CH:28]([CH3:30])[CH3:29])[C:25]([N:6]1[C@@H:2]([CH3:1])[CH2:3][CH2:4][C@H:5]1[C:7]([O:9][CH2:10][CH3:11])=[O:8])=[O:26])=[O:22]. (5) Given the reactants C([O:3][C:4]([C:6]1[C:7]([CH3:35])=[N:8][C:9]2[C:14]([CH:15]=1)=[CH:13][CH:12]=[C:11]([NH:16][C:17]([C:19]1[C:20]([C:25]3[CH:30]=[CH:29][C:28]([C:31]([F:34])([F:33])[F:32])=[CH:27][CH:26]=3)=[CH:21][CH:22]=[CH:23][CH:24]=1)=[O:18])[CH:10]=2)=[O:5])C.CO.O.O.[OH-].[Li+], predict the reaction product. The product is: [CH3:35][C:7]1[C:6]([C:4]([OH:5])=[O:3])=[CH:15][C:14]2[C:9](=[CH:10][C:11]([NH:16][C:17]([C:19]3[C:20]([C:25]4[CH:26]=[CH:27][C:28]([C:31]([F:33])([F:32])[F:34])=[CH:29][CH:30]=4)=[CH:21][CH:22]=[CH:23][CH:24]=3)=[O:18])=[CH:12][CH:13]=2)[N:8]=1. (6) Given the reactants C([O:8][C:9]1[CH:10]=[C:11]([CH:23]=[CH:24][CH:25]=1)[C:12]([NH:14][C:15]1[CH:20]=[C:19]([CH3:21])[CH:18]=[CH:17][C:16]=1[F:22])=[O:13])C1C=CC=CC=1, predict the reaction product. The product is: [F:22][C:16]1[CH:17]=[CH:18][C:19]([CH3:21])=[CH:20][C:15]=1[NH:14][C:12](=[O:13])[C:11]1[CH:23]=[CH:24][CH:25]=[C:9]([OH:8])[CH:10]=1. (7) Given the reactants [F:1][C:2]1[CH:3]=[C:4]2[C:8](=[CH:9][CH:10]=1)[NH:7][CH:6]=[CH:5]2.FC(F)(F)[C:13]([O:15][C:16](=O)C(F)(F)F)=[O:14].O, predict the reaction product. The product is: [CH3:16][O:15][C:13]([C:5]1[C:4]2[C:8](=[CH:9][CH:10]=[C:2]([F:1])[CH:3]=2)[NH:7][CH:6]=1)=[O:14]. (8) Given the reactants [C:1]([NH:6][C:7]1[C:16](=[O:17])[C:15]2[N:14]=[C:13]([CH3:18])[CH:12]=[CH:11][C:10]=2[C:9](=[O:19])[CH:8]=1)(=[O:5])[CH2:2][CH2:3][CH3:4].[Se](=O)=[O:21], predict the reaction product. The product is: [C:1]([NH:6][C:7]1[C:16](=[O:17])[C:15]2[N:14]=[C:13]([CH:18]=[O:21])[CH:12]=[CH:11][C:10]=2[C:9](=[O:19])[CH:8]=1)(=[O:5])[CH2:2][CH2:3][CH3:4]. (9) Given the reactants [F:1][C:2]1[N:7]=[C:6]([NH2:8])[CH:5]=[CH:4][CH:3]=1.[CH3:9][C:10]1[CH:17]=[C:16]([OH:18])[CH:15]=[C:14]([CH3:19])[C:11]=1[CH:12]=O.[N+:20]([C:22]1[CH:31]=[CH:30][C:25]2[O:26][CH2:27][CH2:28][O:29][C:24]=2[CH:23]=1)#[C-:21], predict the reaction product. The product is: [O:26]1[CH2:27][CH2:28][O:29][C:24]2[CH:23]=[C:22]([NH:20][C:21]3[N:7]4[C:2]([F:1])=[CH:3][CH:4]=[CH:5][C:6]4=[N:8][C:12]=3[C:11]3[C:10]([CH3:9])=[CH:17][C:16]([OH:18])=[CH:15][C:14]=3[CH3:19])[CH:31]=[CH:30][C:25]1=2. (10) Given the reactants [CH3:1][O:2][C:3]1[CH:4]=[C:5]2[C:10](=[CH:11][C:12]=1[O:13][CH3:14])[N:9]=[CH:8][CH:7]=[C:6]2[O:15][C:16]1[CH:21]=[C:20]([CH3:22])[C:19]([CH3:23])=[CH:18][C:17]=1[C:24](=O)[CH3:25].[N:27]1[CH:32]=[CH:31][CH:30]=[CH:29][C:28]=1[NH:33][NH2:34].O, predict the reaction product. The product is: [CH3:1][O:2][C:3]1[CH:4]=[C:5]2[C:10](=[CH:11][C:12]=1[O:13][CH3:14])[N:9]=[CH:8][CH:7]=[C:6]2[O:15][C:16]1[CH:21]=[C:20]([CH3:22])[C:19]([CH3:23])=[CH:18][C:17]=1[C:24](=[N:34][NH:33][C:28]1[CH:29]=[CH:30][CH:31]=[CH:32][N:27]=1)[CH3:25].